This data is from Reaction yield outcomes from USPTO patents with 853,638 reactions. The task is: Predict the reaction yield, written as a fraction of the theoretical maximum amount of product (1.0 means a 100% yield; for example, 0.34 means a 34% yield). The reactants are Cl.[NH2:2][C@H:3]([C:8]([O:10][CH3:11])=[O:9])[C@H:4]([CH2:6][CH3:7])[CH3:5].[C:12]([O:16][C:17]([NH:19][CH2:20][C:21](O)=[O:22])=[O:18])([CH3:15])([CH3:14])[CH3:13].C(N(CC)CC)C.CN(C(ON1N=NC2C=CC=CC1=2)=[N+](C)C)C.[B-](F)(F)(F)F. The catalyst is O1CCCC1. The product is [C:12]([O:16][C:17]([NH:19][CH2:20][C:21]([NH:2][C@H:3]([C:8]([O:10][CH3:11])=[O:9])[C@H:4]([CH2:6][CH3:7])[CH3:5])=[O:22])=[O:18])([CH3:15])([CH3:14])[CH3:13]. The yield is 0.920.